This data is from Catalyst prediction with 721,799 reactions and 888 catalyst types from USPTO. The task is: Predict which catalyst facilitates the given reaction. (1) Reactant: [CH3:1][O:2][C:3]1[CH:10]=[CH:9][C:8]([O:11][CH3:12])=[CH:7][C:4]=1[CH:5]=O.[OH:13][N:14]1[C:22]2[C:17](=[CH:18][CH:19]=[CH:20][CH:21]=2)[CH2:16][C:15]1=[O:23].N1CCCCC1.C(Cl)Cl.CC(O)=O. Product: [CH3:1][O:2][C:3]1[CH:10]=[CH:9][C:8]([O:11][CH3:12])=[CH:7][C:4]=1[CH:5]=[C:16]1[C:17]2[C:22](=[CH:21][CH:20]=[CH:19][CH:18]=2)[N:14]([OH:13])[C:15]1=[O:23]. The catalyst class is: 14. (2) Reactant: [F:1][C:2]1[CH:3]=[C:4]2[C:8](=[CH:9][CH:10]=1)[NH:7][C:6](=[O:11])[C:5]2=[O:12].[H-].[Na+].Br[CH:16]([C:23]1[CH:28]=[CH:27][CH:26]=[CH:25][CH:24]=1)[C:17]1[CH:22]=[CH:21][CH:20]=[CH:19][CH:18]=1. Product: [C:17]1([CH:16]([C:23]2[CH:24]=[CH:25][CH:26]=[CH:27][CH:28]=2)[N:7]2[C:8]3[C:4](=[CH:3][C:2]([F:1])=[CH:10][CH:9]=3)[C:5](=[O:12])[C:6]2=[O:11])[CH:22]=[CH:21][CH:20]=[CH:19][CH:18]=1. The catalyst class is: 42. (3) Reactant: [OH:1][CH2:2][C@H:3]([NH:5][C:6]([C:8]1[C:16]2[C:11](=[N:12][CH:13]=[C:14]([C:17]3[C:25]4[C:20](=[CH:21][C:22]([Cl:26])=[CH:23][CH:24]=4)[N:19]([CH3:27])[N:18]=3)[N:15]=2)[N:10](COCC[Si](C)(C)C)[CH:9]=1)=[O:7])[CH3:4].C(Cl)Cl.C(N)CN. Product: [OH:1][CH2:2][C@H:3]([NH:5][C:6]([C:8]1[C:16]2[C:11](=[N:12][CH:13]=[C:14]([C:17]3[C:25]4[C:20](=[CH:21][C:22]([Cl:26])=[CH:23][CH:24]=4)[N:19]([CH3:27])[N:18]=3)[N:15]=2)[NH:10][CH:9]=1)=[O:7])[CH3:4]. The catalyst class is: 67. (4) Reactant: [CH3:1][O:2][C:3](=[O:11])[CH2:4][C:5]1[N:6]=[C:7]([NH2:10])[S:8][CH:9]=1.[C:12]1([CH:18]([C:22]2[CH:27]=[CH:26][CH:25]=[CH:24][CH:23]=2)[C:19](O)=[O:20])[CH:17]=[CH:16][CH:15]=[CH:14][CH:13]=1.C(N(CC)CC)C.F[P-](F)(F)(F)(F)F.N1(OC(N(C)C)=[N+](C)C)C2N=CC=CC=2N=N1. Product: [CH3:1][O:2][C:3](=[O:11])[CH2:4][C:5]1[N:6]=[C:7]([NH:10][C:19](=[O:20])[CH:18]([C:12]2[CH:17]=[CH:16][CH:15]=[CH:14][CH:13]=2)[C:22]2[CH:27]=[CH:26][CH:25]=[CH:24][CH:23]=2)[S:8][CH:9]=1. The catalyst class is: 9. (5) Reactant: [NH2:1][C@H:2]([CH2:6][O:7][CH:8]([F:10])[F:9])[C:3]([OH:5])=[O:4].C(=O)(O)[O-].[Na+].[C:16](O[C:16]([O:18][C:19]([CH3:22])([CH3:21])[CH3:20])=[O:17])([O:18][C:19]([CH3:22])([CH3:21])[CH3:20])=[O:17]. Product: [C:19]([O:18][C:16]([NH:1][C@H:2]([CH2:6][O:7][CH:8]([F:10])[F:9])[C:3]([OH:5])=[O:4])=[O:17])([CH3:22])([CH3:21])[CH3:20]. The catalyst class is: 90.